Dataset: Full USPTO retrosynthesis dataset with 1.9M reactions from patents (1976-2016). Task: Predict the reactants needed to synthesize the given product. (1) Given the product [Cl:16][C:17]1[N:22]=[C:21]([NH:1][CH2:2][CH:3]2[CH2:8][CH2:7][CH2:6][N:5]([C:9]([O:11][C:12]([CH3:15])([CH3:14])[CH3:13])=[O:10])[CH2:4]2)[C:20]([Cl:24])=[CH:19][N:18]=1, predict the reactants needed to synthesize it. The reactants are: [NH2:1][CH2:2][CH:3]1[CH2:8][CH2:7][CH2:6][N:5]([C:9]([O:11][C:12]([CH3:15])([CH3:14])[CH3:13])=[O:10])[CH2:4]1.[Cl:16][C:17]1[N:22]=[C:21](Cl)[C:20]([Cl:24])=[CH:19][N:18]=1. (2) Given the product [Cl:2][C:3]1[C:4]([NH:16][CH2:17][C@H:18]2[CH2:22][CH2:21][CH2:20][N:19]2[CH2:25][CH2:24][OH:26])=[N:5][C:6]([NH:9][C:10]2[CH:11]=[N:12][N:13]([CH3:15])[CH:14]=2)=[N:7][CH:8]=1, predict the reactants needed to synthesize it. The reactants are: Cl.[Cl:2][C:3]1[C:4]([NH:16][CH2:17][C@H:18]2[CH2:22][CH2:21][CH2:20][NH:19]2)=[N:5][C:6]([NH:9][C:10]2[CH:11]=[N:12][N:13]([CH3:15])[CH:14]=2)=[N:7][CH:8]=1.Br[CH:24]([OH:26])[CH3:25].C(N(CC)CC)C.C(=O)([O-])[O-].[K+].[K+].